Task: Predict which catalyst facilitates the given reaction.. Dataset: Catalyst prediction with 721,799 reactions and 888 catalyst types from USPTO (1) Reactant: [OH:1][CH2:2][CH2:3][N:4]1[CH2:8][CH2:7][CH2:6][CH2:5]1.C(N(CC)CC)C.[CH3:16][S:17](Cl)(=[O:19])=[O:18]. Product: [CH3:16][S:17]([O:1][CH2:2][CH2:3][N:4]1[CH2:8][CH2:7][CH2:6][CH2:5]1)(=[O:19])=[O:18]. The catalyst class is: 1. (2) Reactant: [O:1]=[S:2]1(=[O:40])[CH2:7][CH:6]=[C:5]([C:8]2[CH:13]=[CH:12][C:11]([C:14]3[C:18]4[CH:19]=[C:20]([O:23][CH2:24][C:25]5[CH:30]=[CH:29][C:28]([C@@H:31]([C:36]#[C:37][CH3:38])[CH2:32][C:33]([O-:35])=[O:34])=[CH:27][CH:26]=5)[CH:21]=[CH:22][C:17]=4[S:16][CH:15]=3)=[C:10]([CH3:39])[CH:9]=2)[CH2:4][CH2:3]1.[Li+].[OH-].Cl. The catalyst class is: 14. Product: [O:40]=[S:2]1(=[O:1])[CH2:3][CH:4]=[C:5]([C:8]2[CH:13]=[CH:12][C:11]([C:14]3[C:18]4[CH:19]=[C:20]([O:23][CH2:24][C:25]5[CH:26]=[CH:27][C:28]([C@@H:31]([C:36]#[C:37][CH3:38])[CH2:32][C:33]([OH:35])=[O:34])=[CH:29][CH:30]=5)[CH:21]=[CH:22][C:17]=4[S:16][CH:15]=3)=[C:10]([CH3:39])[CH:9]=2)[CH2:6][CH2:7]1. (3) Reactant: C([O:3][P:4]([CH:9]([C:36]#[N:37])[CH2:10][C:11]([CH2:34][CH3:35])=[CH:12][CH2:13][C:14]1[C:15]([O:27]CC[Si](C)(C)C)=[C:16]2[C:20](=[C:21]([CH3:25])[C:22]=1[O:23][CH3:24])[CH2:19][O:18][C:17]2=[O:26])(=[O:8])[O:5]CC)C. Product: [C:36]([CH:9]([P:4](=[O:3])([OH:5])[OH:8])[CH2:10][C:11]([CH2:34][CH3:35])=[CH:12][CH2:13][C:14]1[C:15]([OH:27])=[C:16]2[C:20](=[C:21]([CH3:25])[C:22]=1[O:23][CH3:24])[CH2:19][O:18][C:17]2=[O:26])#[N:37]. The catalyst class is: 137.